This data is from Forward reaction prediction with 1.9M reactions from USPTO patents (1976-2016). The task is: Predict the product of the given reaction. (1) Given the reactants [CH:1](NC(C)C)(C)C.C(=O)=O.CC(C)=O.C(O[C:20](=[O:29])[NH:21][C@@H:22]([CH3:28])[C:23]([CH:25]1[CH2:27][CH2:26]1)=[O:24])(C)(C)C.[Cl-].[NH4+], predict the reaction product. The product is: [CH:25]1([C@@:23]2([OH:24])[C@H:22]([CH3:28])[NH:21][C:20](=[O:29])[CH2:1]2)[CH2:26][CH2:27]1. (2) Given the reactants [NH2:1][C:2]1[C:3]([C:7]2[NH:23][C:10]3=[CH:11][C:12]4[C:13]([CH3:22])([CH3:21])[C:14](=[O:20])[N:15]([CH2:18][CH3:19])[C:16]=4[CH:17]=[C:9]3[N:8]=2)=[N:4][NH:5][CH:6]=1.C(N(CC)CC)C.[C:31](Cl)(=[O:34])[CH2:32][CH3:33], predict the reaction product. The product is: [CH2:18]([N:15]1[C:16]2[CH:17]=[C:9]3[N:8]=[C:7]([C:3]4[C:2]([NH:1][C:31](=[O:34])[CH2:32][CH3:33])=[CH:6][NH:5][N:4]=4)[NH:23][C:10]3=[CH:11][C:12]=2[C:13]([CH3:22])([CH3:21])[C:14]1=[O:20])[CH3:19]. (3) Given the reactants [N:1]1[CH:2]=[C:3]([CH2:10][OH:11])[N:4]2[C:9]=1[CH:8]=[CH:7][CH:6]=[N:5]2.CC(OI1(OC(C)=O)(OC(C)=O)OC(=O)C2C=CC=CC1=2)=O, predict the reaction product. The product is: [N:1]1[CH:2]=[C:3]([CH:10]=[O:11])[N:4]2[C:9]=1[CH:8]=[CH:7][CH:6]=[N:5]2. (4) Given the reactants B(F)(F)F.CCOCC.C[N:11]([C:13](F)(F)[CH:14]([F:16])[F:15])C.[F:19][C:20]([F:30])([F:29])[C:21](=O)[CH2:22][C:23]([O:25][CH2:26][CH3:27])=[O:24].[F-].[K+].[CH3:33][NH:34]N, predict the reaction product. The product is: [CH2:26]([O:25][C:23]([C:22]1[C:13]([CH:14]([F:16])[F:15])=[N:11][N:34]([CH3:33])[C:21]=1[C:20]([F:30])([F:29])[F:19])=[O:24])[CH3:27]. (5) Given the reactants [NH2:1][C:2]1[CH:7]=[CH:6][C:5]([CH3:8])=[CH:4][C:3]=1[S:9]([NH2:12])(=[O:11])=[O:10].N1C=CC=CC=1.Cl[C:20]([CH2:22][C:23]([O:25][CH2:26][CH3:27])=[O:24])=[O:21], predict the reaction product. The product is: [CH2:26]([O:25][C:23](=[O:24])[CH2:22][C:20]([NH:1][C:2]1[CH:7]=[CH:6][C:5]([CH3:8])=[CH:4][C:3]=1[S:9](=[O:10])(=[O:11])[NH2:12])=[O:21])[CH3:27].